Dataset: Catalyst prediction with 721,799 reactions and 888 catalyst types from USPTO. Task: Predict which catalyst facilitates the given reaction. (1) Reactant: [C:1]([O:5][C:6](=[O:18])[NH:7][C:8]1[C:9]2[N:10]([N:15]=[CH:16][CH:17]=2)[C:11](I)=[CH:12][CH:13]=1)([CH3:4])([CH3:3])[CH3:2].[CH3:19][N:20](C=O)C. Product: [C:1]([O:5][C:6](=[O:18])[NH:7][C:8]1[C:9]2[N:10]([N:15]=[CH:16][CH:17]=2)[C:11]([C:19]#[N:20])=[CH:12][CH:13]=1)([CH3:4])([CH3:3])[CH3:2]. The catalyst class is: 507. (2) Reactant: [CH3:1][O:2][C:3]1[CH:4]=[C:5]([CH:31]=[CH:32][C:33]=1[O:34][CH3:35])[CH2:6][CH:7]1[C:16]2[C:11](=[CH:12][C:13]([O:19][CH3:20])=[C:14]([O:17][CH3:18])[CH:15]=2)CCC1C1(CC(O)=O)C=CC=CC1.C1CN([P+](ON2N=N[C:55]3[CH:56]=[CH:57][CH:58]=[CH:59][C:54]2=3)(N2CCCC2)N2CCCC2)CC1.F[P-](F)(F)(F)(F)F.[NH2:69][CH:70]1[C:78]2[C:73](=[CH:74][CH:75]=[CH:76][CH:77]=2)[CH2:72][CH2:71]1.[CH:79](N(C(C)C)CC)([CH3:81])[CH3:80].CCO[C:91]([CH3:93])=[O:92]. Product: [CH3:1][O:2][C:3]1[CH:4]=[C:5]([CH:31]=[CH:32][C:33]=1[O:34][CH3:35])[CH2:6][CH:7]1[C:16]2[C:11](=[CH:12][C:13]([O:19][CH3:20])=[C:14]([O:17][CH3:18])[CH:15]=2)[CH2:81][CH2:79][CH:80]1[CH:93]([C:54]1[CH:55]=[CH:56][CH:57]=[CH:58][CH:59]=1)[C:91]([NH:69][CH:70]1[C:78]2[C:73](=[CH:74][CH:75]=[CH:76][CH:77]=2)[CH2:72][CH2:71]1)=[O:92]. The catalyst class is: 85. (3) Reactant: [CH3:1][C@@H:2]1[NH:7][C@H:6]([CH3:8])[CH2:5][N:4]([C:9]([O:11][C:12]([CH3:15])([CH3:14])[CH3:13])=[O:10])[CH2:3]1.[C:16]([NH:20][C:21](=[O:30])[C:22]1[CH:27]=[CH:26][CH:25]=[C:24]([CH2:28]Cl)[CH:23]=1)([CH3:19])([CH3:18])[CH3:17].C(N(C(C)C)C(C)C)C. Product: [C:16]([NH:20][C:21]([C:22]1[CH:23]=[C:24]([CH:25]=[CH:26][CH:27]=1)[CH2:28][N:7]1[C@H:2]([CH3:1])[CH2:3][N:4]([C:9]([O:11][C:12]([CH3:13])([CH3:15])[CH3:14])=[O:10])[CH2:5][C@@H:6]1[CH3:8])=[O:30])([CH3:19])([CH3:17])[CH3:18]. The catalyst class is: 217. (4) Reactant: [CH3:1][S:2]([NH:5][CH2:6][C:7]1[CH:8]=[C:9]2[C:13](=[CH:14][CH:15]=1)[NH:12][CH:11]=[C:10]2[CH2:16][CH2:17][CH2:18]CS([O-])(=O)=O)(=[O:4])=[O:3].[I-].[K+].C(N(CC)C(C)C)(C)C.[CH3:35][O:36][C:37]1[C:38]([N:43]2[CH2:48][CH2:47][NH:46][CH2:45][CH2:44]2)=[N:39][CH:40]=[N:41][CH:42]=1. Product: [CH3:35][O:36][C:37]1[C:38]([N:43]2[CH2:48][CH2:47][N:46]([CH2:18][CH2:17][CH2:16][C:10]3[C:9]4[C:13](=[CH:14][CH:15]=[C:7]([CH2:6][NH:5][S:2]([CH3:1])(=[O:3])=[O:4])[CH:8]=4)[NH:12][CH:11]=3)[CH2:45][CH2:44]2)=[N:39][CH:40]=[N:41][CH:42]=1. The catalyst class is: 291. (5) The catalyst class is: 162. Product: [NH2:1][C:2]1[CH:7]=[CH:6][C:5]([Cl:8])=[CH:4][C:3]=1[CH:9]([C:11]1[CH:16]=[CH:15][CH:14]=[CH:13][C:12]=1[Cl:17])[OH:10]. Reactant: [NH2:1][C:2]1[CH:7]=[CH:6][C:5]([Cl:8])=[CH:4][C:3]=1[C:9]([C:11]1[CH:16]=[CH:15][CH:14]=[CH:13][C:12]=1[Cl:17])=[O:10].[BH4-].[Na+]. (6) Reactant: [Cl:1][C:2]1[CH:3]=[C:4]([NH:16][C:17]2[N:22]=[CH:21][N:20]=[C:19]3[NH:23][N:24]=[C:25]([O:26][CH2:27][CH2:28][NH:29][CH2:30][CH2:31][OH:32])[C:18]=23)[CH:5]=[CH:6][C:7]=1[O:8][CH2:9][C:10]1[CH:15]=[CH:14][CH:13]=[CH:12][N:11]=1.[C:33](C1NC=CN=1)(C1NC=CN=1)=[O:34]. Product: [Cl:1][C:2]1[CH:3]=[C:4]([NH:16][C:17]2[N:22]=[CH:21][N:20]=[C:19]3[NH:23][N:24]=[C:25]([O:26][CH2:27][CH2:28][N:29]4[CH2:30][CH2:31][O:32][C:33]4=[O:34])[C:18]=23)[CH:5]=[CH:6][C:7]=1[O:8][CH2:9][C:10]1[CH:15]=[CH:14][CH:13]=[CH:12][N:11]=1. The catalyst class is: 44. (7) Reactant: [Si:1]([O:8][CH2:9][CH2:10][C:11]([C:16]1[CH:21]=[CH:20][CH:19]=[CH:18][CH:17]=1)([OH:15])[CH2:12][CH2:13]Cl)([C:4]([CH3:7])([CH3:6])[CH3:5])([CH3:3])[CH3:2].[N-:22]=[N+:23]=[N-:24].[Na+]. Product: [N:22]([CH2:13][CH2:12][C:11]([C:16]1[CH:21]=[CH:20][CH:19]=[CH:18][CH:17]=1)([OH:15])[CH2:10][CH2:9][O:8][Si:1]([C:4]([CH3:7])([CH3:6])[CH3:5])([CH3:3])[CH3:2])=[N+:23]=[N-:24]. The catalyst class is: 31.